This data is from Peptide-MHC class I binding affinity with 185,985 pairs from IEDB/IMGT. The task is: Regression. Given a peptide amino acid sequence and an MHC pseudo amino acid sequence, predict their binding affinity value. This is MHC class I binding data. (1) The peptide sequence is ERRYVNVHF. The MHC is HLA-B15:01 with pseudo-sequence HLA-B15:01. The binding affinity (normalized) is 0.177. (2) The peptide sequence is RGGRAFVTI. The MHC is HLA-A26:01 with pseudo-sequence HLA-A26:01. The binding affinity (normalized) is 0. (3) The peptide sequence is MQYLNPPPY. The MHC is HLA-B83:01 with pseudo-sequence HLA-B83:01. The binding affinity (normalized) is 0.213. (4) The peptide sequence is VVVKDDPDHY. The MHC is HLA-A31:01 with pseudo-sequence HLA-A31:01. The binding affinity (normalized) is 0.